Task: Binary Classification. Given a miRNA mature sequence and a target amino acid sequence, predict their likelihood of interaction.. Dataset: Experimentally validated miRNA-target interactions with 360,000+ pairs, plus equal number of negative samples The miRNA is hsa-miR-6838-3p with sequence AAGUCCUGCUUCUGUUGCAG. The protein sequence of the target gene is MNSVSPAAAQYRSSSPEDARRRPEARRPRGPRGPDPNGLGPSGASGPALGSPGAGPSEPDEVDKFKAKFLTAWNNVKYGWVVKSRTSFSKISSIHLCGRRYRFEGEGDIQRFQRDFVSRLWLTYRRDFPPLPGGCLTSDCGWGCMLRSGQMMLAQGLLLHFLPRDWTWAEGMGLGPPELSGSASPSRYHGPARWMPPRWAQGAPELEQERRHRQIVSWFADHPRAPFGLHRLVELGQSSGKKAGDWYGPSLVAHILRKAVESCSDVTRLVVYVSQDCTVYKADVARLVARPDPTAEWKSV.... Result: 0 (no interaction).